Dataset: Full USPTO retrosynthesis dataset with 1.9M reactions from patents (1976-2016). Task: Predict the reactants needed to synthesize the given product. (1) Given the product [Cl:13][C:14]1[CH:19]=[CH:18][C:17]([C:20]2[CH:21]=[CH:22][C:23]([C:26]#[C:27][C:28]3[CH:33]=[CH:32][C:31](/[CH:34]=[C:35](\[CH3:38])/[CH2:36][N:43]4[CH2:44][CH2:45][CH:40]([CH3:39])[CH2:41][CH2:42]4)=[CH:30][CH:29]=3)=[N:24][CH:25]=2)=[CH:16][CH:15]=1, predict the reactants needed to synthesize it. The reactants are: CS(Cl)(=O)=O.C(N(CC)CC)C.[Cl:13][C:14]1[CH:19]=[CH:18][C:17]([C:20]2[CH:21]=[CH:22][C:23]([C:26]#[C:27][C:28]3[CH:33]=[CH:32][C:31](/[CH:34]=[C:35](\[CH3:38])/[CH2:36]O)=[CH:30][CH:29]=3)=[N:24][CH:25]=2)=[CH:16][CH:15]=1.[CH3:39][CH:40]1[CH2:45][CH2:44][NH:43][CH2:42][CH2:41]1. (2) Given the product [C:8]([C:6]1[CH:5]=[C:4]([N+:12]([O-:14])=[O:13])[C:3]([O:15][CH3:16])=[C:2]([C:25]#[C:24][Si:26]([CH3:29])([CH3:28])[CH3:27])[CH:7]=1)([CH3:11])([CH3:10])[CH3:9], predict the reactants needed to synthesize it. The reactants are: Br[C:2]1[CH:7]=[C:6]([C:8]([CH3:11])([CH3:10])[CH3:9])[CH:5]=[C:4]([N+:12]([O-:14])=[O:13])[C:3]=1[O:15][CH3:16].C(N(CC)CC)C.[C:24]([Si:26]([CH3:29])([CH3:28])[CH3:27])#[CH:25].